Dataset: Catalyst prediction with 721,799 reactions and 888 catalyst types from USPTO. Task: Predict which catalyst facilitates the given reaction. (1) Reactant: [H-].[Na+].[F:3][C:4]1[CH:9]=[CH:8][C:7]([OH:10])=[CH:6][CH:5]=1.[Br:11][C:12]1[CH:13]=[N:14][CH:15]=[C:16](Br)[CH:17]=1.[OH-].[Na+]. Product: [Br:11][C:12]1[CH:13]=[N:14][CH:15]=[C:16]([O:10][C:7]2[CH:8]=[CH:9][C:4]([F:3])=[CH:5][CH:6]=2)[CH:17]=1. The catalyst class is: 18. (2) Reactant: [CH2:1]([O:5][CH2:6][CH2:7][O:8][C:9]1[CH:14]=[CH:13][C:12]([C:15]2[CH:20]=[CH:19][C:18]([N:21]3[CH2:26][CH2:25][O:24][CH2:23][CH2:22]3)=[C:17](/[CH:27]=[CH:28]/[C:29]([O:31]CC)=[O:30])[CH:16]=2)=[CH:11][CH:10]=1)[CH2:2][CH2:3][CH3:4].[OH-].[Na+].Cl. Product: [CH2:1]([O:5][CH2:6][CH2:7][O:8][C:9]1[CH:14]=[CH:13][C:12]([C:15]2[CH:20]=[CH:19][C:18]([N:21]3[CH2:22][CH2:23][O:24][CH2:25][CH2:26]3)=[C:17](/[CH:27]=[CH:28]/[C:29]([OH:31])=[O:30])[CH:16]=2)=[CH:11][CH:10]=1)[CH2:2][CH2:3][CH3:4]. The catalyst class is: 353. (3) Reactant: [N:1]1C(Cl)=NC(Cl)=N[C:2]=1Cl.CN.O.C(=O)([O-])O.[K+].[CH3:18][NH:19][C:20]1[N:25]=[C:24]([NH:26][CH3:27])[N:23]=[C:22](Cl)[N:21]=1. Product: [CH3:18][NH:19][C:20]1[N:25]=[C:24]([NH:26][CH3:27])[N:23]=[C:22]([NH:1][CH3:2])[N:21]=1. The catalyst class is: 10. (4) Reactant: [F:1][C:2]([F:7])([F:6])[C:3]([OH:5])=[O:4].[C:8]1([N:14]2[C:18]3=[N:19][CH:20]=[N:21][C:22]([NH:23]/[N:24]=[CH:25]/[C:26]4[CH:27]=[CH:28][C:29]([NH:32]C(=O)OC(C)(C)C)=[N:30][CH:31]=4)=[C:17]3[CH:16]=[N:15]2)[CH:13]=[CH:12][CH:11]=[CH:10][CH:9]=1. Product: [F:1][C:2]([F:7])([F:6])[C:3]([OH:5])=[O:4].[C:8]1([N:14]2[C:18]3=[N:19][CH:20]=[N:21][C:22]([NH:23][N:24]=[CH:25][C:26]4[CH:27]=[CH:28][C:29]([NH2:32])=[N:30][CH:31]=4)=[C:17]3[CH:16]=[N:15]2)[CH:9]=[CH:10][CH:11]=[CH:12][CH:13]=1. The catalyst class is: 2. (5) Reactant: [CH3:1][C:2]1[CH:3]=[C:4]([OH:17])[CH:5]=[CH:6][C:7]=1[CH2:8][CH2:9][CH2:10][CH2:11][N:12]1[CH:16]=[CH:15][N:14]=[N:13]1.[H-].[Na+].Cl[CH2:21][C:22]1[CH:23]=[CH:24][C:25]([C:28]2[CH:33]=[CH:32][C:31]([Cl:34])=[CH:30][CH:29]=2)=[N:26][CH:27]=1.O. Product: [Cl:34][C:31]1[CH:30]=[CH:29][C:28]([C:25]2[CH:24]=[CH:23][C:22]([CH2:21][O:17][C:4]3[CH:5]=[CH:6][C:7]([CH2:8][CH2:9][CH2:10][CH2:11][N:12]4[CH:16]=[CH:15][N:14]=[N:13]4)=[C:2]([CH3:1])[CH:3]=3)=[CH:27][N:26]=2)=[CH:33][CH:32]=1. The catalyst class is: 9. (6) Reactant: C(N(CC)CC)C.Cl.[Cl:9][CH2:10][C:11]1[CH:12]=[C:13]([CH:16]=[CH:17][CH:18]=1)[CH2:14][NH2:15].[C:19](O[C:19]([O:21][C:22]([CH3:25])([CH3:24])[CH3:23])=[O:20])([O:21][C:22]([CH3:25])([CH3:24])[CH3:23])=[O:20]. Product: [C:22]([O:21][C:19](=[O:20])[NH:15][CH2:14][C:13]1[CH:16]=[CH:17][CH:18]=[C:11]([CH2:10][Cl:9])[CH:12]=1)([CH3:25])([CH3:24])[CH3:23]. The catalyst class is: 1. (7) Reactant: [OH-].[Na+].[CH2:3]1[O:7][C:6]2[CH:8]=[C:9]([OH:12])[CH:10]=[CH:11][C:5]=2[O:4]1.[CH3:13]I. Product: [CH3:13][O:12][C:9]1[CH:10]=[CH:11][C:5]2[O:4][CH2:3][O:7][C:6]=2[CH:8]=1. The catalyst class is: 5.